This data is from Peptide-MHC class I binding affinity with 185,985 pairs from IEDB/IMGT. The task is: Regression. Given a peptide amino acid sequence and an MHC pseudo amino acid sequence, predict their binding affinity value. This is MHC class I binding data. The peptide sequence is ALWEIQQVV. The MHC is HLA-B08:01 with pseudo-sequence HLA-B08:01. The binding affinity (normalized) is 0.0847.